From a dataset of Peptide-MHC class I binding affinity with 185,985 pairs from IEDB/IMGT. Regression. Given a peptide amino acid sequence and an MHC pseudo amino acid sequence, predict their binding affinity value. This is MHC class I binding data. (1) The peptide sequence is KTDIVNTTY. The MHC is HLA-B15:17 with pseudo-sequence HLA-B15:17. The binding affinity (normalized) is 0.770. (2) The peptide sequence is IALMNELAI. The MHC is H-2-Db with pseudo-sequence H-2-Db. The binding affinity (normalized) is 0.653. (3) The peptide sequence is PAVVYSTCTV. The MHC is HLA-A02:01 with pseudo-sequence HLA-A02:01. The binding affinity (normalized) is 0.284. (4) The peptide sequence is FRYNGLIHR. The MHC is Mamu-B01 with pseudo-sequence Mamu-B01. The binding affinity (normalized) is 0. (5) The peptide sequence is RVFPGDHFY. The MHC is HLA-B15:17 with pseudo-sequence HLA-B15:17. The binding affinity (normalized) is 0.902.